Dataset: Cav3 T-type calcium channel HTS with 100,875 compounds. Task: Binary Classification. Given a drug SMILES string, predict its activity (active/inactive) in a high-throughput screening assay against a specified biological target. (1) The compound is S(CCSc1n(N)c(nn1)CC)c1n(N)c(nn1)CC. The result is 0 (inactive). (2) The compound is P(Oc1ccc(cc1)C)(Oc1ccc(cc1)C)(O)=O. The result is 0 (inactive). (3) The molecule is S1(=O)(=O)N(C(c2c1ccc(c2)C(F)(F)F)CC(=O)C)Cc1ccccc1. The result is 0 (inactive).